From a dataset of NCI-60 drug combinations with 297,098 pairs across 59 cell lines. Regression. Given two drug SMILES strings and cell line genomic features, predict the synergy score measuring deviation from expected non-interaction effect. (1) Drug 1: C1C(C(OC1N2C=C(C(=O)NC2=O)F)CO)O. Drug 2: CCCCCOC(=O)NC1=NC(=O)N(C=C1F)C2C(C(C(O2)C)O)O. Cell line: NCI-H460. Synergy scores: CSS=42.8, Synergy_ZIP=-0.315, Synergy_Bliss=1.84, Synergy_Loewe=-44.5, Synergy_HSA=-0.982. (2) Drug 1: C1=CN(C(=O)N=C1N)C2C(C(C(O2)CO)O)O.Cl. Drug 2: C1=CN(C=N1)CC(O)(P(=O)(O)O)P(=O)(O)O. Cell line: ACHN. Synergy scores: CSS=41.6, Synergy_ZIP=0.594, Synergy_Bliss=1.52, Synergy_Loewe=-23.1, Synergy_HSA=1.62. (3) Drug 1: CC1=C(N=C(N=C1N)C(CC(=O)N)NCC(C(=O)N)N)C(=O)NC(C(C2=CN=CN2)OC3C(C(C(C(O3)CO)O)O)OC4C(C(C(C(O4)CO)O)OC(=O)N)O)C(=O)NC(C)C(C(C)C(=O)NC(C(C)O)C(=O)NCCC5=NC(=CS5)C6=NC(=CS6)C(=O)NCCC[S+](C)C)O. Drug 2: C1=CC=C(C(=C1)C(C2=CC=C(C=C2)Cl)C(Cl)Cl)Cl. Cell line: PC-3. Synergy scores: CSS=-4.97, Synergy_ZIP=12.9, Synergy_Bliss=17.7, Synergy_Loewe=-8.05, Synergy_HSA=0.0675. (4) Drug 1: CCC1=CC2CC(C3=C(CN(C2)C1)C4=CC=CC=C4N3)(C5=C(C=C6C(=C5)C78CCN9C7C(C=CC9)(C(C(C8N6C)(C(=O)OC)O)OC(=O)C)CC)OC)C(=O)OC.C(C(C(=O)O)O)(C(=O)O)O. Drug 2: CCN(CC)CCNC(=O)C1=C(NC(=C1C)C=C2C3=C(C=CC(=C3)F)NC2=O)C. Cell line: HOP-62. Synergy scores: CSS=7.72, Synergy_ZIP=1.82, Synergy_Bliss=1.72, Synergy_Loewe=-14.9, Synergy_HSA=0.442.